Dataset: Catalyst prediction with 721,799 reactions and 888 catalyst types from USPTO. Task: Predict which catalyst facilitates the given reaction. (1) Reactant: [Br:1][C:2]1[C:3]([C@@H:9]([NH2:19])[CH2:10][C:11]2[CH:16]=[C:15]([F:17])[CH:14]=[C:13]([F:18])[CH:12]=2)=[N:4][CH:5]=[C:6]([Br:8])[CH:7]=1.CCN(C(C)C)C(C)C.[F:29][CH:30]([F:48])[C:31]1[C:39]2[C:38]([F:41])([F:40])[CH2:37][CH2:36][C:35]([F:43])([F:42])[C:34]=2[N:33]([CH2:44][C:45](O)=[O:46])[N:32]=1.CN(C(ON1N=NC2C=CC=NC1=2)=[N+](C)C)C.F[P-](F)(F)(F)(F)F. Product: [Br:1][C:2]1[C:3]([C@@H:9]([NH:19][C:45](=[O:46])[CH2:44][N:33]2[C:34]3[C:35]([F:42])([F:43])[CH2:36][CH2:37][C:38]([F:40])([F:41])[C:39]=3[C:31]([CH:30]([F:48])[F:29])=[N:32]2)[CH2:10][C:11]2[CH:16]=[C:15]([F:17])[CH:14]=[C:13]([F:18])[CH:12]=2)=[N:4][CH:5]=[C:6]([Br:8])[CH:7]=1. The catalyst class is: 3. (2) Reactant: [C:1]([NH:9][NH2:10])(=[O:8])[C:2]1[CH:7]=[CH:6][CH:5]=[CH:4][CH:3]=1.[OH-].[K+].[C:13](=S)=[S:14]. Product: [C:2]1([C:1]2[O:8][C:13]([SH:14])=[N:10][N:9]=2)[CH:7]=[CH:6][CH:5]=[CH:4][CH:3]=1. The catalyst class is: 8. (3) Reactant: [Br:1][C:2]1[N:3]=[C:4]2[CH:11]=[C:10]([CH:12]3[CH2:14][CH2:13]3)[NH:9][C:5]2=[N:6][C:7]=1[Cl:8].C(=O)([O-])[O-].[K+].[K+].Br[CH2:22][CH2:23][CH2:24][CH2:25][CH2:26][CH2:27][C:28]([O:30][CH2:31][CH3:32])=[O:29].[Cl-].[NH4+]. Product: [CH2:31]([O:30][C:28](=[O:29])[CH2:27][CH2:26][CH2:25][CH2:24][CH2:23][CH2:22][N:9]1[C:5]2=[N:6][C:7]([Cl:8])=[C:2]([Br:1])[N:3]=[C:4]2[CH:11]=[C:10]1[CH:12]1[CH2:14][CH2:13]1)[CH3:32]. The catalyst class is: 3. (4) Reactant: [CH3:1][O:2][C:3](=[O:18])[CH2:4][C:5]1[CH:10]=[CH:9][C:8]([C:11]([F:14])([F:13])[F:12])=[CH:7][C:6]=1[N+:15]([O-])=O.[C:19](OC(=O)C)(=[O:21])[CH3:20]. Product: [CH3:1][O:2][C:3](=[O:18])[CH2:4][C:5]1[CH:10]=[CH:9][C:8]([C:11]([F:14])([F:13])[F:12])=[CH:7][C:6]=1[NH:15][C:19](=[O:21])[CH3:20]. The catalyst class is: 787. (5) Product: [C:21]([NH:2][NH:1][C:3]1[N:12]=[C:11]([CH3:13])[CH:10]=[CH:9][C:4]=1[C:5]([O:7][CH3:8])=[O:6])(=[O:25])[CH:22]([CH3:24])[CH3:23]. Reactant: [NH:1]([C:3]1[N:12]=[C:11]([CH3:13])[CH:10]=[CH:9][C:4]=1[C:5]([O:7][CH3:8])=[O:6])[NH2:2].C(N(CC)CC)C.[C:21](Cl)(=[O:25])[CH:22]([CH3:24])[CH3:23]. The catalyst class is: 7. (6) Reactant: [C:1]([C:5]1[CH:6]=[C:7]([C:12](=[O:14])[CH3:13])[CH:8]=[CH:9][C:10]=1[OH:11])([CH3:4])([CH3:3])[CH3:2].[I-:15].[Na+].ClN1C(=O)CCC1=O.S([O-])([O-])(=O)=S.[Na+].[Na+].Cl. Product: [C:1]([C:5]1[CH:6]=[C:7]([C:12](=[O:14])[CH3:13])[CH:8]=[C:9]([I:15])[C:10]=1[OH:11])([CH3:4])([CH3:2])[CH3:3]. The catalyst class is: 255. (7) Reactant: [F:1][C:2]1[CH:3]=[C:4]([CH:8]([C:19]2[CH:24]=[CH:23][CH:22]=[C:21]([F:25])[CH:20]=2)[C:9]2[S:13][C:12]([C:14]([O:16]CC)=[O:15])=[CH:11][CH:10]=2)[CH:5]=[CH:6][CH:7]=1.[OH-].[Na+]. Product: [F:1][C:2]1[CH:3]=[C:4]([CH:8]([C:19]2[CH:24]=[CH:23][CH:22]=[C:21]([F:25])[CH:20]=2)[C:9]2[S:13][C:12]([C:14]([OH:16])=[O:15])=[CH:11][CH:10]=2)[CH:5]=[CH:6][CH:7]=1. The catalyst class is: 5. (8) Reactant: C[O:2][C:3](=[O:33])[CH2:4][CH2:5][C:6]1[CH:11]=[CH:10][C:9]([O:12][C:13]2[CH:18]=[CH:17][C:16]([CH:19]([NH:25][C:26]([O:28][C:29]([CH3:32])([CH3:31])[CH3:30])=[O:27])[C:20](=[O:24])[N:21]([CH3:23])[CH3:22])=[CH:15][CH:14]=2)=[CH:8][CH:7]=1.[OH-].[Li+]. Product: [C:29]([O:28][C:26]([NH:25][CH:19]([C:20](=[O:24])[N:21]([CH3:23])[CH3:22])[C:16]1[CH:17]=[CH:18][C:13]([O:12][C:9]2[CH:10]=[CH:11][C:6]([CH2:5][CH2:4][C:3]([OH:33])=[O:2])=[CH:7][CH:8]=2)=[CH:14][CH:15]=1)=[O:27])([CH3:31])([CH3:30])[CH3:32]. The catalyst class is: 20. (9) Reactant: Br[C:2]1[CH:6]=[CH:5][O:4][CH:3]=1.[Li]CCCC.[CH:12]([Si:15]([CH:36]([CH3:38])[CH3:37])([CH:33]([CH3:35])[CH3:34])[O:16][C:17]1[CH:24]=[C:23]2[C:20]([CH2:21][C:22]2([CH2:27][CH2:28][CH:29]=[O:30])[C:25]#[N:26])=[CH:19][C:18]=1[O:31][CH3:32])([CH3:14])[CH3:13].[NH4+].[Cl-]. Product: [O:4]1[CH:5]=[CH:6][C:2]([CH:29]([OH:30])[CH2:28][CH2:27][C:22]2([C:25]#[N:26])[CH2:21][C:20]3[C:23]2=[CH:24][C:17]([O:16][Si:15]([CH:12]([CH3:14])[CH3:13])([CH:36]([CH3:37])[CH3:38])[CH:33]([CH3:35])[CH3:34])=[C:18]([O:31][CH3:32])[CH:19]=3)=[CH:3]1. The catalyst class is: 28. (10) Reactant: CCCC[N+](CCCC)(CCCC)CCCC.[F-].C(O)(=O)C.[CH3:23][C:24]1[CH:29]=[CH:28][C:27]([S:30]([O:33][CH2:34][CH2:35][O:36][C:37]2[N:42]3[C:43]([NH:62][C:63]4[CH:72]=[CH:71][C:66]5[O:67][CH2:68][CH2:69][O:70][C:65]=5[CH:64]=4)=[C:44]([C:46]4[C:51]([F:52])=[CH:50][C:49]([O:53][Si](C(C)(C)C)(C)C)=[CH:48][C:47]=4[F:61])[N:45]=[C:41]3[CH:40]=[CH:39][CH:38]=2)(=[O:32])=[O:31])=[CH:26][CH:25]=1. Product: [CH3:23][C:24]1[CH:25]=[CH:26][C:27]([S:30]([O:33][CH2:34][CH2:35][O:36][C:37]2[N:42]3[C:43]([NH:62][C:63]4[CH:72]=[CH:71][C:66]5[O:67][CH2:68][CH2:69][O:70][C:65]=5[CH:64]=4)=[C:44]([C:46]4[C:47]([F:61])=[CH:48][C:49]([OH:53])=[CH:50][C:51]=4[F:52])[N:45]=[C:41]3[CH:40]=[CH:39][CH:38]=2)(=[O:32])=[O:31])=[CH:28][CH:29]=1. The catalyst class is: 1.